Dataset: Reaction yield outcomes from USPTO patents with 853,638 reactions. Task: Predict the reaction yield, written as a fraction of the theoretical maximum amount of product (1.0 means a 100% yield; for example, 0.34 means a 34% yield). (1) The reactants are [OH:1][C:2]1[CH:3]=[CH:4][C:5]([N+:11]([O-:13])=[O:12])=[C:6]([CH:10]=1)[C:7]([OH:9])=[O:8].S(=O)(=O)(O)O.[C:19](=O)(O)[O-].[Na+]. The catalyst is CO. The product is [OH:1][C:2]1[CH:3]=[CH:4][C:5]([N+:11]([O-:13])=[O:12])=[C:6]([CH:10]=1)[C:7]([O:9][CH3:19])=[O:8]. The yield is 0.520. (2) The reactants are [CH3:1][C:2]([CH3:13])([CH2:5][C:6]1[CH:11]=[CH:10][CH:9]=[C:8]([CH3:12])[CH:7]=1)[CH2:3][OH:4]. The catalyst is O.[Rh]. The product is [CH3:1][C:2]([CH3:13])([CH2:5][CH:6]1[CH2:11][CH2:10][CH2:9][CH:8]([CH3:12])[CH2:7]1)[CH2:3][OH:4]. The yield is 0.820.